Dataset: Peptide-MHC class II binding affinity with 134,281 pairs from IEDB. Task: Regression. Given a peptide amino acid sequence and an MHC pseudo amino acid sequence, predict their binding affinity value. This is MHC class II binding data. (1) The peptide sequence is AAAAAYETAFAAIVP. The MHC is HLA-DQA10102-DQB10602 with pseudo-sequence HLA-DQA10102-DQB10602. The binding affinity (normalized) is 0.483. (2) The peptide sequence is GYKVLVLNPSVAAT. The MHC is DRB1_1101 with pseudo-sequence DRB1_1101. The binding affinity (normalized) is 0.747. (3) The peptide sequence is MSLLTEVETYVLSIV. The MHC is DRB1_0802 with pseudo-sequence DRB1_0802. The binding affinity (normalized) is 0.434. (4) The peptide sequence is KALYDLQRSAMVYSS. The MHC is DRB1_1201 with pseudo-sequence DRB1_1201. The binding affinity (normalized) is 0.621.